From a dataset of Reaction yield outcomes from USPTO patents with 853,638 reactions. Predict the reaction yield, written as a fraction of the theoretical maximum amount of product (1.0 means a 100% yield; for example, 0.34 means a 34% yield). The reactants are [Cl:1][C:2]1[CH:7]=[C:6]([CH:8]([CH3:10])[CH3:9])[N:5]=[CH:4][N:3]=1.[Cl:11]N1C(=O)CCC1=O.C1(C(OOC(=O)C2C=CC=CC=2)=O)C=CC=CC=1. The catalyst is C(Cl)(Cl)(Cl)Cl. The product is [Cl:1][C:2]1[CH:7]=[C:6]([C:8]([Cl:11])([CH3:10])[CH3:9])[N:5]=[CH:4][N:3]=1. The yield is 0.160.